This data is from Catalyst prediction with 721,799 reactions and 888 catalyst types from USPTO. The task is: Predict which catalyst facilitates the given reaction. (1) Reactant: [C:1]([C:5]1[NH:6][C:7]2[C:12]([CH:13]=1)=[CH:11][C:10]([N+:14]([O-])=O)=[CH:9][C:8]=2[CH2:17][OH:18])([CH3:4])([CH3:3])[CH3:2]. Product: [NH2:14][C:10]1[CH:11]=[C:12]2[C:7](=[C:8]([CH2:17][OH:18])[CH:9]=1)[NH:6][C:5]([C:1]([CH3:4])([CH3:3])[CH3:2])=[CH:13]2. The catalyst class is: 227. (2) Reactant: CN(C)S([N:6]1[CH:10]=[C:9]([CH2:11][N:12]([CH2:21][CH3:22])[C:13]2[N:18]=[C:17]([O:19][CH3:20])[CH:16]=[CH:15][N:14]=2)[N:8]=[CH:7]1)(=O)=O.[OH-].[Na+]. Product: [CH2:21]([N:12]([CH2:11][C:9]1[NH:8][CH:7]=[N:6][CH:10]=1)[C:13]1[N:18]=[C:17]([O:19][CH3:20])[CH:16]=[CH:15][N:14]=1)[CH3:22]. The catalyst class is: 33. (3) The catalyst class is: 12. Reactant: [Br:1][C:2]1[CH:3]=[C:4]2[C:13](=[CH:14][CH:15]=1)[C:12]1[N:8]([CH:9]=[C:10]([C:16]([NH2:18])=[O:17])[N:11]=1)[CH2:7][CH2:6][O:5]2.[CH3:19][N:20]([CH:22](OC)OC)[CH3:21]. Product: [Br:1][C:2]1[CH:3]=[C:4]2[C:13](=[CH:14][CH:15]=1)[C:12]1[N:8]([CH:9]=[C:10]([C:16](/[N:18]=[CH:19]/[N:20]([CH3:22])[CH3:21])=[O:17])[N:11]=1)[CH2:7][CH2:6][O:5]2. (4) Reactant: C(Cl)CCl.[NH:5]([C:11]([O:13][C:14]([CH3:17])([CH3:16])[CH3:15])=[O:12])[C@H:6]([C:8]([OH:10])=O)[CH3:7].[CH3:18][O:19][C:20](=[O:26])[C@H:21]([CH:23]([CH3:25])[CH3:24])[NH2:22].C(N(CC)CC)C. Product: [NH:5]([C:11]([O:13][C:14]([CH3:17])([CH3:16])[CH3:15])=[O:12])[C@H:6]([C:8]([NH:22][C@H:21]([C:20]([O:19][CH3:18])=[O:26])[CH:23]([CH3:25])[CH3:24])=[O:10])[CH3:7]. The catalyst class is: 22. (5) Reactant: [Cl:1]C1C=C(C=CC=1)C(OO)=O.[Cl:12][C:13]1[CH:32]=[CH:31][C:30](C=C)=[CH:29][C:14]=1[C:15]([NH:17][CH2:18][C:19]12[CH2:28][CH:23]3[CH2:24][CH:25]([CH2:27][CH:21]([CH2:22]3)[CH2:20]1)[CH2:26]2)=[O:16].C[N:36]1[CH2:41][CH2:40][O:39]C[CH2:37]1.[OH-].[Na+].CN.Cl. Product: [ClH:1].[Cl:12][C:13]1[CH:32]=[CH:31][C:30]([C@H:40]([OH:39])[CH2:41][NH:36][CH3:37])=[CH:29][C:14]=1[C:15]([NH:17][CH2:18][C:19]12[CH2:28][CH:23]3[CH2:24][CH:25]([CH2:27][CH:21]([CH2:22]3)[CH2:20]1)[CH2:26]2)=[O:16]. The catalyst class is: 4. (6) Reactant: Cl[CH2:2][CH2:3][N:4]1[CH:8]=[C:7]([C:9]2[CH:10]=[C:11]3[C:15](=[C:16]([C:18]([NH2:20])=[O:19])[CH:17]=2)[NH:14][CH:13]=[C:12]3[CH:21]2[CH2:26][CH2:25][N:24]([S:27]([CH2:30][CH3:31])(=[O:29])=[O:28])[CH2:23][CH2:22]2)[CH:6]=[N:5]1.[CH3:32][NH:33][CH2:34][CH2:35][OH:36].[I-].[Na+]. Product: [CH2:30]([S:27]([N:24]1[CH2:25][CH2:26][CH:21]([C:12]2[C:11]3[C:15](=[C:16]([C:18]([NH2:20])=[O:19])[CH:17]=[C:9]([C:7]4[CH:6]=[N:5][N:4]([CH2:3][CH2:2][N:33]([CH2:34][CH2:35][OH:36])[CH3:32])[CH:8]=4)[CH:10]=3)[NH:14][CH:13]=2)[CH2:22][CH2:23]1)(=[O:29])=[O:28])[CH3:31]. The catalyst class is: 7. (7) Reactant: Cl[C:2]1[N:3]=[N:4][C:5]([C:8]([F:11])([F:10])[F:9])=[CH:6][CH:7]=1.[NH2:12][CH:13]1[CH2:18][CH2:17][N:16]([C:19]([O:21][C:22]([CH3:25])([CH3:24])[CH3:23])=[O:20])[CH2:15][CH2:14]1.[I-].[K+]. Product: [F:9][C:8]([F:11])([F:10])[C:5]1[N:4]=[N:3][C:2]([NH:12][CH:13]2[CH2:14][CH2:15][N:16]([C:19]([O:21][C:22]([CH3:25])([CH3:24])[CH3:23])=[O:20])[CH2:17][CH2:18]2)=[CH:7][CH:6]=1. The catalyst class is: 6. (8) Reactant: [CH2:1]([O:8][C:9]1[CH:14]=[CH:13][C:12]([CH2:15][CH2:16][C:17]2[CH:22]=[CH:21][N:20]=[C:19]3[NH:23][N:24]=[C:25]([O:26][C@@H:27]4[O:53][C@H:52]([CH2:54][O:55][C:56](=[O:61])[C:57]([CH3:60])([CH3:59])[CH3:58])[C@@H:44]([O:45][C:46](=[O:51])[C:47]([CH3:50])([CH3:49])[CH3:48])[C@H:36]([O:37][C:38](=[O:43])[C:39]([CH3:42])([CH3:41])[CH3:40])[C@H:28]4[O:29][C:30](=[O:35])[C:31]([CH3:34])([CH3:33])[CH3:32])[C:18]=23)=[CH:11][CH:10]=1)[C:2]1[CH:7]=[CH:6][CH:5]=[CH:4][CH:3]=1.C(=O)([O-])[O-].[Cs+].[Cs+].Br[CH2:69][C:70]([O:72][CH3:73])=[O:71].[I-].[Na+]. Product: [CH2:1]([O:8][C:9]1[CH:14]=[CH:13][C:12]([CH2:15][CH2:16][C:17]2[CH:22]=[CH:21][N:20]=[C:19]3[N:23]([CH2:69][C:70]([O:72][CH3:73])=[O:71])[N:24]=[C:25]([O:26][C@@H:27]4[O:53][C@H:52]([CH2:54][O:55][C:56](=[O:61])[C:57]([CH3:60])([CH3:59])[CH3:58])[C@@H:44]([O:45][C:46](=[O:51])[C:47]([CH3:48])([CH3:49])[CH3:50])[C@H:36]([O:37][C:38](=[O:43])[C:39]([CH3:42])([CH3:41])[CH3:40])[C@H:28]4[O:29][C:30](=[O:35])[C:31]([CH3:34])([CH3:32])[CH3:33])[C:18]=23)=[CH:11][CH:10]=1)[C:2]1[CH:7]=[CH:6][CH:5]=[CH:4][CH:3]=1. The catalyst class is: 21. (9) Reactant: S(Cl)([Cl:3])=O.O[CH2:6][CH:7]1[O:11][C:10](=[O:12])[NH:9][C:8]1([CH3:14])[CH3:13]. Product: [Cl:3][CH2:6][CH:7]1[O:11][C:10](=[O:12])[NH:9][C:8]1([CH3:14])[CH3:13]. The catalyst class is: 17. (10) Reactant: O.[CH3:2][CH2:3][CH2:4][CH2:5][CH2:6][CH2:7][CH2:8][CH2:9]/[CH:10]=[CH:11]\[CH2:12][CH2:13][CH2:14][CH2:15][CH2:16][CH2:17][CH2:18][C:19]([O:21][CH2:22][CH:23]([OH:26])[CH2:24][OH:25])=[O:20]. Product: [CH3:2][CH2:3][CH2:4][CH2:5][CH2:6][CH2:7][CH2:8][CH2:9]/[CH:10]=[CH:11]\[CH2:12][CH2:13][CH2:14][CH2:15][CH2:16][CH2:17][CH2:18][C:19]([O:21][CH2:22][CH:23]([OH:26])[CH2:24][OH:25])=[O:20].[CH2:19]([OH:20])[CH3:18]. The catalyst class is: 8.